This data is from Full USPTO retrosynthesis dataset with 1.9M reactions from patents (1976-2016). The task is: Predict the reactants needed to synthesize the given product. Given the product [CH3:14][N:13]1[C:6]2[N:7]([C:8](=[O:10])[N:9]=[C:4]([O:15][CH2:16][C:17]3[CH:18]=[CH:19][C:20]([O:25][C:26]4[CH:31]=[CH:30][CH:29]=[C:28]([C:32]([F:33])([F:34])[F:35])[CH:27]=4)=[C:21]([CH:24]=3)[C:22]#[N:23])[CH:5]=2)[CH2:11][CH2:12]1, predict the reactants needed to synthesize it. The reactants are: [H-].[Na+].Cl[C:4]1[CH:5]=[C:6]2[N:13]([CH3:14])[CH2:12][CH2:11][N:7]2[C:8](=[O:10])[N:9]=1.[OH:15][CH2:16][C:17]1[CH:18]=[CH:19][C:20]([O:25][C:26]2[CH:31]=[CH:30][CH:29]=[C:28]([C:32]([F:35])([F:34])[F:33])[CH:27]=2)=[C:21]([CH:24]=1)[C:22]#[N:23].Cl.